Dataset: Catalyst prediction with 721,799 reactions and 888 catalyst types from USPTO. Task: Predict which catalyst facilitates the given reaction. (1) Reactant: [CH3:1][O:2][CH2:3][O:4][C:5]1[CH:6]=[C:7]([CH:12]=[CH:13][C:14]=1[CH2:15][C:16]1[CH:21]=[CH:20][C:19]([O:22][CH:23]=[CH2:24])=[CH:18][CH:17]=1)[C:8]([O:10][CH3:11])=[O:9].Cl[CH2:26]I.C([Zn]CC)C.[Cl-].[NH4+]. Product: [CH:23]1([O:22][C:19]2[CH:18]=[CH:17][C:16]([CH2:15][C:14]3[CH:13]=[CH:12][C:7]([C:8]([O:10][CH3:11])=[O:9])=[CH:6][C:5]=3[O:4][CH2:3][O:2][CH3:1])=[CH:21][CH:20]=2)[CH2:26][CH2:24]1. The catalyst class is: 756. (2) Reactant: [CH:1]([O:4][C:5]1[N:10]=[CH:9][C:8]([O:11][C:12]2[S:13][C:14]([CH:17]=[N:18]O)=[CH:15][N:16]=2)=[CH:7][CH:6]=1)([CH3:3])[CH3:2].CS(Cl)(=O)=O. Product: [CH:1]([O:4][C:5]1[N:10]=[CH:9][C:8]([O:11][C:12]2[S:13][C:14]([C:17]#[N:18])=[CH:15][N:16]=2)=[CH:7][CH:6]=1)([CH3:3])[CH3:2]. The catalyst class is: 529. (3) The catalyst class is: 192. Reactant: [CH3:1][O:2][C:3]1[CH:4]=[CH:5][C:6]([N+:12]([O-:14])=[O:13])=[C:7]([CH:11]=1)[C:8]([OH:10])=O.[NH2:15][C:16]1[CH:21]=[CH:20][C:19]([Cl:22])=[CH:18][N:17]=1.N1C=CC=CC=1.P(Cl)(Cl)(Cl)=O. Product: [N+:12]([C:6]1[CH:5]=[CH:4][C:3]([O:2][CH3:1])=[CH:11][C:7]=1[C:8]([NH:15][C:16]1[CH:21]=[CH:20][C:19]([Cl:22])=[CH:18][N:17]=1)=[O:10])([O-:14])=[O:13]. (4) Reactant: [F:1][C:2]1[CH:9]=[CH:8][C:5]([CH:6]=[O:7])=[CH:4][C:3]=1[Br:10].[N+:11]([O-])([OH:13])=[O:12]. Product: [Br:10][C:3]1[C:2]([F:1])=[CH:9][C:8]([N+:11]([O-:13])=[O:12])=[C:5]([CH:4]=1)[CH:6]=[O:7]. The catalyst class is: 65. (5) Reactant: [Cl:1][C:2]1[CH:7]=[CH:6][C:5]([C:8]2[C:14]3[CH:15]=[CH:16][CH:17]=[CH:18][C:13]=3[N:12]3[C:19]([CH3:22])=[N:20][N:21]=[C:11]3[CH:10]([CH2:23][C:24](O)=[O:25])[CH:9]=2)=[CH:4][CH:3]=1.CN(C(ON1N=NC2C=CC=NC1=2)=[N+](C)C)C.F[P-](F)(F)(F)(F)F.C(N(CC)CC)C.Cl.[NH:59]1[CH2:63][CH2:62][C:61](=[O:64])[CH2:60]1. Product: [Cl:1][C:2]1[CH:7]=[CH:6][C:5]([C:8]2[C:14]3[CH:15]=[CH:16][CH:17]=[CH:18][C:13]=3[N:12]3[C:19]([CH3:22])=[N:20][N:21]=[C:11]3[CH:10]([CH2:23][C:24]([N:59]3[CH2:63][CH2:62][C:61](=[O:64])[CH2:60]3)=[O:25])[CH:9]=2)=[CH:4][CH:3]=1. The catalyst class is: 3. (6) Reactant: [CH3:1][CH:2]1[CH2:7][C:6](=[O:8])[NH:5][N:4]=[C:3]1[C:9]1[CH:18]=[CH:17][C:12]2[N:13]=[C:14]([S-:16])[O:15][C:11]=2[CH:10]=1.[K].[CH3:20]I. Product: [CH3:1][CH:2]1[C:3]([C:9]2[CH:18]=[CH:17][C:12]3[N:13]=[C:14]([S:16][CH3:20])[O:15][C:11]=3[CH:10]=2)=[N:4][NH:5][C:6](=[O:8])[CH2:7]1. The catalyst class is: 3. (7) Reactant: Br[C:2]1[N:3]=[CH:4][C:5]([N:8]([CH3:31])[C@@H:9]2[CH2:13][CH2:12][N:11]([C:14]3[C:15]4[CH:22]=[CH:21][N:20]([CH2:23][O:24][CH2:25][CH2:26][Si:27]([CH3:30])([CH3:29])[CH3:28])[C:16]=4[N:17]=[CH:18][N:19]=3)[CH2:10]2)=[N:6][CH:7]=1.[NH:32]1[CH2:37][CH2:36][O:35][CH2:34][CH2:33]1.O. Product: [CH3:31][N:8]([C@@H:9]1[CH2:13][CH2:12][N:11]([C:14]2[C:15]3[CH:22]=[CH:21][N:20]([CH2:23][O:24][CH2:25][CH2:26][Si:27]([CH3:30])([CH3:29])[CH3:28])[C:16]=3[N:17]=[CH:18][N:19]=2)[CH2:10]1)[C:5]1[CH:4]=[N:3][C:2]([N:32]2[CH2:37][CH2:36][O:35][CH2:34][CH2:33]2)=[CH:7][N:6]=1. The catalyst class is: 37. (8) Reactant: [Br:1][C:2]1[CH:7]=[CH:6][C:5]([C:8]([N:10]([CH3:32])[C@@H:11]2[CH2:16][CH2:15][N:14](C(OC(C)(C)C)=O)[CH2:13][C@H:12]2[C:24]2[CH:29]=[CH:28][C:27]([Cl:30])=[C:26]([Cl:31])[CH:25]=2)=[O:9])=[CH:4][CH:3]=1.Cl.C(OCC)(=O)C. Product: [Br:1][C:2]1[CH:3]=[CH:4][C:5]([C:8]([N:10]([C@@H:11]2[CH2:16][CH2:15][NH:14][CH2:13][C@H:12]2[C:24]2[CH:29]=[CH:28][C:27]([Cl:30])=[C:26]([Cl:31])[CH:25]=2)[CH3:32])=[O:9])=[CH:6][CH:7]=1. The catalyst class is: 13. (9) Reactant: [CH2:1]([N:8]([CH2:19][C:20]1[CH:25]=[CH:24][CH:23]=[CH:22][CH:21]=1)[C:9]1[C:14]([N+:15]([O-:17])=[O:16])=[C:13](Cl)[N:12]=[CH:11][N:10]=1)[C:2]1[CH:7]=[CH:6][CH:5]=[CH:4][CH:3]=1.[NH2:26][CH2:27][C@@H:28]1[CH2:32][CH2:31][CH2:30][N:29]1[C:33]([O:35][C:36]([CH3:39])([CH3:38])[CH3:37])=[O:34]. Product: [CH2:1]([N:8]([CH2:19][C:20]1[CH:25]=[CH:24][CH:23]=[CH:22][CH:21]=1)[C:9]1[N:10]=[CH:11][N:12]=[C:13]([NH:26][CH2:27][C@@H:28]2[CH2:32][CH2:31][CH2:30][N:29]2[C:33]([O:35][C:36]([CH3:39])([CH3:38])[CH3:37])=[O:34])[C:14]=1[N+:15]([O-:17])=[O:16])[C:2]1[CH:7]=[CH:6][CH:5]=[CH:4][CH:3]=1. The catalyst class is: 12. (10) Reactant: [CH3:1][C:2]1[CH:3]=[C:4]([CH:8]=[CH:9][N:10]=1)[C:5](O)=[O:6].CN([C:14]([O:18][N:19]1N=NC2C=CC=N[C:20]1=2)=[N+](C)C)C.F[P-](F)(F)(F)(F)F.CCN(C(C)C)C(C)C.Cl.CNOC. Product: [CH3:14][O:18][N:19]([CH3:20])[C:5](=[O:6])[C:4]1[CH:8]=[CH:9][N:10]=[C:2]([CH3:1])[CH:3]=1. The catalyst class is: 18.